From a dataset of Peptide-MHC class I binding affinity with 185,985 pairs from IEDB/IMGT. Regression. Given a peptide amino acid sequence and an MHC pseudo amino acid sequence, predict their binding affinity value. This is MHC class I binding data. (1) The binding affinity (normalized) is 0.357. The MHC is Mamu-B8701 with pseudo-sequence Mamu-B8701. The peptide sequence is LDRPRYERV. (2) The peptide sequence is PLALEGSLQK. The MHC is HLA-B35:01 with pseudo-sequence HLA-B35:01. The binding affinity (normalized) is 0.